From a dataset of KCNQ2 potassium channel screen with 302,405 compounds. Binary Classification. Given a drug SMILES string, predict its activity (active/inactive) in a high-throughput screening assay against a specified biological target. (1) The molecule is S(=O)(=O)(N(Cc1occc1)Cc1ncccc1)c1ccc(S(=O)(=O)N(CC)CC)cc1. The result is 0 (inactive). (2) The compound is Clc1cc(S(=O)(=O)N2CC(CCC2)C(=O)N2CCCC2)c(OC)cc1. The result is 0 (inactive). (3) The molecule is Clc1cc(CSc2nc(=O)[nH]c(c2C#N)C)ccc1Cl. The result is 0 (inactive).